From a dataset of NCI-60 drug combinations with 297,098 pairs across 59 cell lines. Regression. Given two drug SMILES strings and cell line genomic features, predict the synergy score measuring deviation from expected non-interaction effect. (1) Drug 2: C(CC(=O)O)C(=O)CN.Cl. Drug 1: C1=NC2=C(N1)C(=S)N=C(N2)N. Synergy scores: CSS=13.1, Synergy_ZIP=-5.83, Synergy_Bliss=-2.56, Synergy_Loewe=-3.16, Synergy_HSA=-1.90. Cell line: SNB-75. (2) Drug 1: C1=NC2=C(N1)C(=S)N=C(N2)N. Drug 2: C(CC(=O)O)C(=O)CN.Cl. Cell line: 786-0. Synergy scores: CSS=37.7, Synergy_ZIP=-12.3, Synergy_Bliss=-9.49, Synergy_Loewe=-29.7, Synergy_HSA=-5.64.